Dataset: Catalyst prediction with 721,799 reactions and 888 catalyst types from USPTO. Task: Predict which catalyst facilitates the given reaction. Reactant: [OH:1][C:2]1[CH:9]=[CH:8][CH:7]=[CH:6][C:3]=1[C:4]#[N:5].C(=O)([O-])[O-].[K+].[K+].[CH2:16](Br)[CH3:17]. Product: [CH2:16]([O:1][C:2]1[CH:9]=[CH:8][CH:7]=[CH:6][C:3]=1[C:4]#[N:5])[CH3:17]. The catalyst class is: 21.